From a dataset of Peptide-MHC class I binding affinity with 185,985 pairs from IEDB/IMGT. Regression. Given a peptide amino acid sequence and an MHC pseudo amino acid sequence, predict their binding affinity value. This is MHC class I binding data. (1) The peptide sequence is DAKRNSKSLV. The binding affinity (normalized) is 0.264. The MHC is HLA-A02:03 with pseudo-sequence HLA-A02:03. (2) The peptide sequence is VPAQNAIST. The MHC is HLA-B46:01 with pseudo-sequence HLA-B46:01. The binding affinity (normalized) is 0.0847. (3) The peptide sequence is ASCMGLIY. The MHC is HLA-B54:01 with pseudo-sequence HLA-B54:01. The binding affinity (normalized) is 0. (4) The peptide sequence is SLHSLSVET. The binding affinity (normalized) is 0.484. The MHC is HLA-A02:01 with pseudo-sequence HLA-A02:01. (5) The peptide sequence is CWFADTNLI. The MHC is HLA-A23:01 with pseudo-sequence HLA-A23:01. The binding affinity (normalized) is 0.586. (6) The peptide sequence is MSNEGSYFF. The MHC is HLA-B08:02 with pseudo-sequence HLA-B08:02. The binding affinity (normalized) is 0.0847.